This data is from Catalyst prediction with 721,799 reactions and 888 catalyst types from USPTO. The task is: Predict which catalyst facilitates the given reaction. (1) Reactant: C[O:2][C:3]1[CH:4]=[C:5]2[C:9](=[CH:10][CH:11]=1)[C:8](=[O:12])[C:7]1([CH2:20][C:19]3[C:14](=[CH:15][CH:16]=[C:17]([O:21]C)[CH:18]=3)[CH2:13]1)[CH:6]2[CH3:23]. Product: [OH:2][C:3]1[CH:4]=[C:5]2[C:9](=[CH:10][CH:11]=1)[C:8](=[O:12])[C:7]1([CH2:20][C:19]3[C:14](=[CH:15][CH:16]=[C:17]([OH:21])[CH:18]=3)[CH2:13]1)[CH:6]2[CH3:23]. The catalyst class is: 4. (2) Reactant: [CH3:1][N:2]([S:31]([C:34]1[CH:39]=[CH:38][CH:37]=[CH:36][N:35]=1)(=[O:33])=[O:32])[C:3]1[CH:4]=[C:5]([O:24][CH2:25][C:26](OCC)=[O:27])[CH:6]=[C:7]2[C:11]=1[NH:10][C:9]([C:12]1[S:13][CH:14]([CH2:17][N:18]3[CH2:23][CH2:22][S:21][CH2:20][CH2:19]3)[CH2:15][N:16]=1)=[CH:8]2.[BH4-].[Li+].Cl.C(=O)([O-])O.[Na+]. Product: [OH:27][CH2:26][CH2:25][O:24][C:5]1[CH:6]=[C:7]2[C:11](=[C:3]([N:2]([CH3:1])[S:31]([C:34]3[CH:39]=[CH:38][CH:37]=[CH:36][N:35]=3)(=[O:32])=[O:33])[CH:4]=1)[NH:10][C:9]([C:12]1[S:13][CH:14]([CH2:17][N:18]3[CH2:23][CH2:22][S:21][CH2:20][CH2:19]3)[CH2:15][N:16]=1)=[CH:8]2. The catalyst class is: 7. (3) Reactant: [Br:1][C:2]1[CH:3]=[CH:4][C:5]([O:10][C@H:11]2[CH2:16][CH2:15][NH:14][CH2:13][C@H:12]2[F:17])=[C:6]([CH:9]=1)[C:7]#[N:8].[C:18](O)(=[O:22])[C@H:19]([CH3:21])[OH:20].C(N(CC)C(C)C)(C)C.CN(C(ON1N=NC2C=CC=NC1=2)=[N+](C)C)C.F[P-](F)(F)(F)(F)F. Product: [Br:1][C:2]1[CH:3]=[CH:4][C:5]([O:10][C@H:11]2[CH2:16][CH2:15][N:14]([C:18](=[O:22])[C@@H:19]([OH:20])[CH3:21])[CH2:13][C@H:12]2[F:17])=[C:6]([CH:9]=1)[C:7]#[N:8]. The catalyst class is: 9. (4) Reactant: Br[C:2]1[CH:7]=[CH:6][CH:5]=[CH:4][C:3]=1[C:8]1[CH:13]=[CH:12][CH:11]=[CH:10][CH:9]=1.[Li]CCCC.[CH:19]1[C:31]2[C:30](=O)[C:29]3[C:24](=[CH:25][CH:26]=[CH:27][CH:28]=3)[C:23]=2[CH:22]=[CH:21][CH:20]=1.O. Product: [CH:7]1[C:2]2[C:30]3([C:31]4[CH:19]=[CH:20][CH:21]=[CH:22][C:23]=4[C:24]4[C:29]3=[CH:28][CH:27]=[CH:26][CH:25]=4)[C:13]3[C:8](=[CH:9][CH:10]=[CH:11][CH:12]=3)[C:3]=2[CH:4]=[CH:5][CH:6]=1. The catalyst class is: 1. (5) Reactant: [Cl:1][C:2]1[CH:3]=[C:4]2[C:9](=[CH:10][N:11]=1)[CH2:8][N:7]([C:12]1[C:17]([F:18])=[C:16]([O:19][CH3:20])[CH:15]=[C:14]([O:21][CH3:22])[C:13]=1[F:23])[C:6](=[O:24])[CH:5]2C([O-])=O.Cl. Product: [Cl:1][C:2]1[CH:3]=[C:4]2[C:9](=[CH:10][N:11]=1)[CH2:8][N:7]([C:12]1[C:17]([F:18])=[C:16]([O:19][CH3:20])[CH:15]=[C:14]([O:21][CH3:22])[C:13]=1[F:23])[C:6](=[O:24])[CH2:5]2. The catalyst class is: 12.